Dataset: Reaction yield outcomes from USPTO patents with 853,638 reactions. Task: Predict the reaction yield, written as a fraction of the theoretical maximum amount of product (1.0 means a 100% yield; for example, 0.34 means a 34% yield). (1) The yield is 0.610. The product is [CH:25]1([N:24]2[C:20]([N:39]3[CH2:40][CH2:41][CH2:42][C@@H:36]([NH:35][C:33](=[O:34])[C:32]([F:43])([F:31])[F:44])[CH2:37][CH2:38]3)=[C:21]([N+:28]([O-:30])=[O:29])[CH:22]=[N:23]2)[CH2:27][CH2:26]1. No catalyst specified. The reactants are CC1(O)CCCN(C2N(C)N=CC=2[N+]([O-])=O)CC1.Cl[C:20]1[N:24]([CH:25]2[CH2:27][CH2:26]2)[N:23]=[CH:22][C:21]=1[N+:28]([O-:30])=[O:29].[F:31][C:32]([F:44])([F:43])[C:33]([NH:35][C@@H:36]1[CH2:42][CH2:41][CH2:40][NH:39][CH2:38][CH2:37]1)=[O:34]. (2) The reactants are COC1C=CC(C[N:8](CC2C=CC(OC)=CC=2)[C:9]2[N:14]=[C:13]([CH3:15])[N:12]=[C:11]([C:16]3[C:17]([NH:33][C:34]4[CH:35]=[CH:36][C:37]5[S:41][CH:40]=[N:39][C:38]=5[CH:42]=4)=[N:18][CH:19]=[C:20]([CH2:22][N:23]4[CH2:28][CH2:27][N:26]([S:29]([CH3:32])(=[O:31])=[O:30])[CH2:25][CH2:24]4)[CH:21]=3)[N:10]=2)=CC=1.FC(F)(F)C(O)=O. No catalyst specified. The product is [NH2:8][C:9]1[N:14]=[C:13]([CH3:15])[N:12]=[C:11]([C:16]2[C:17]([NH:33][C:34]3[CH:35]=[CH:36][C:37]4[S:41][CH:40]=[N:39][C:38]=4[CH:42]=3)=[N:18][CH:19]=[C:20]([CH2:22][N:23]3[CH2:28][CH2:27][N:26]([S:29]([CH3:32])(=[O:30])=[O:31])[CH2:25][CH2:24]3)[CH:21]=2)[N:10]=1. The yield is 0.523. (3) The reactants are N[C:2]1[CH:3]=[C:4]([NH:12][C:13]([C:15]2[C:24](=[O:25])[C:23]3[C:18](=[CH:19][CH:20]=[CH:21][CH:22]=3)[NH:17][CH:16]=2)=[O:14])[CH:5]=[CH:6][C:7]=1[C:8]([CH3:11])([CH3:10])[CH3:9].[C:26](O)(=O)C.C=O.[C:32]([BH3-])#[N:33].[Na+]. The catalyst is C(Cl)Cl.CO.CCOCC. The product is [CH3:26][N:33]([CH3:32])[C:2]1[CH:3]=[C:4]([NH:12][C:13]([C:15]2[C:24](=[O:25])[C:23]3[C:18](=[CH:19][CH:20]=[CH:21][CH:22]=3)[NH:17][CH:16]=2)=[O:14])[CH:5]=[CH:6][C:7]=1[C:8]([CH3:11])([CH3:10])[CH3:9]. The yield is 0.170. (4) The reactants are CCN(C(C)C)C(C)C.[NH2:10][C:11]1[CH:12]=[C:13]([CH3:33])[C:14]([N:17]2[CH2:22][CH2:21][N:20]([C:23]([C:25]3[C:30]([F:31])=[CH:29][CH:28]=[CH:27][C:26]=3[F:32])=[O:24])[CH2:19][CH2:18]2)=[N:15][CH:16]=1.ClC(Cl)(Cl)C[O:37][C:38](=O)[NH:39][C:40]1[N:41]([C:50]2[CH:55]=[CH:54][C:53]([CH3:56])=[CH:52][CH:51]=2)[N:42]=[C:43]([C:45]([CH3:49])([CH3:48])[CH2:46][F:47])[CH:44]=1. The catalyst is C(#N)C. The product is [F:32][C:26]1[CH:27]=[CH:28][CH:29]=[C:30]([F:31])[C:25]=1[C:23]([N:20]1[CH2:19][CH2:18][N:17]([C:14]2[N:15]=[CH:16][C:11]([NH:10][C:38]([NH:39][C:40]3[N:41]([C:50]4[CH:55]=[CH:54][C:53]([CH3:56])=[CH:52][CH:51]=4)[N:42]=[C:43]([C:45]([CH3:49])([CH3:48])[CH2:46][F:47])[CH:44]=3)=[O:37])=[CH:12][C:13]=2[CH3:33])[CH2:22][CH2:21]1)=[O:24]. The yield is 0.480.